Task: Predict the product of the given reaction.. Dataset: Forward reaction prediction with 1.9M reactions from USPTO patents (1976-2016) (1) Given the reactants Br[C:2]1[CH:21]=[CH:20][C:5]([CH2:6][O:7][C@@H:8]2[CH2:13][O:12][C:11]3=[N:14][C:15]([N+:17]([O-:19])=[O:18])=[CH:16][N:10]3[CH2:9]2)=[CH:4][CH:3]=1.[B:22]1([B:22]2[O:26][C:25]([CH3:28])([CH3:27])[C:24]([CH3:30])([CH3:29])[O:23]2)[O:26][C:25]([CH3:28])([CH3:27])[C:24]([CH3:30])([CH3:29])[O:23]1.CC([O-])=O.[K+], predict the reaction product. The product is: [N+:17]([C:15]1[N:14]=[C:11]2[N:10]([CH:16]=1)[CH2:9][C@H:8]([O:7][CH2:6][C:5]1[CH:20]=[CH:21][C:2]([B:22]3[O:26][C:25]([CH3:28])([CH3:27])[C:24]([CH3:30])([CH3:29])[O:23]3)=[CH:3][CH:4]=1)[CH2:13][O:12]2)([O-:19])=[O:18]. (2) The product is: [NH2:1][C:2]1[C:10]2[C:9]([CH3:11])=[C:8]([CH3:12])[N:7]=[N:6][C:5]=2[S:4][C:3]=1[C:13]([NH:16][CH:17]1[CH2:18][N:19]([C:21]([O:23][C:24]([CH3:27])([CH3:26])[CH3:25])=[O:22])[CH2:20]1)=[O:15]. Given the reactants [NH2:1][C:2]1[C:10]2[C:9]([CH3:11])=[C:8]([CH3:12])[N:7]=[N:6][C:5]=2[S:4][C:3]=1[C:13]([OH:15])=O.[NH2:16][CH:17]1[CH2:20][N:19]([C:21]([O:23][C:24]([CH3:27])([CH3:26])[CH3:25])=[O:22])[CH2:18]1.CCN(C(C)C)C(C)C.F[P-](F)(F)(F)(F)F.N1(OC(N(C)C)=[N+](C)C)C2N=CC=CC=2N=N1.[OH-].[Na+], predict the reaction product. (3) Given the reactants Br[C:2]1[CH:7]=[CH:6][C:5]([O:8][Si:9]([CH:16]([CH3:18])[CH3:17])([CH:13]([CH3:15])[CH3:14])[CH:10]([CH3:12])[CH3:11])=[CH:4][CH:3]=1.C([Li])CCC.[B:24](OC(C)C)([O:29]C(C)C)[O:25]C(C)C, predict the reaction product. The product is: [CH:10]([Si:9]([CH:16]([CH3:18])[CH3:17])([CH:13]([CH3:15])[CH3:14])[O:8][C:5]1[CH:6]=[CH:7][C:2]([B:24]([OH:29])[OH:25])=[CH:3][CH:4]=1)([CH3:12])[CH3:11]. (4) Given the reactants [CH:1]([C:3]1[CH:4]=[CH:5][C:6]2[N:7]([C:9]([CH2:12][NH:13][C:14](=[O:20])[O:15][C:16]([CH3:19])([CH3:18])[CH3:17])=[N:10][N:11]=2)[N:8]=1)=C.O.I([O-])(=O)(=O)=[O:23].[Na+], predict the reaction product. The product is: [CH:1]([C:3]1[CH:4]=[CH:5][C:6]2[N:7]([C:9]([CH2:12][NH:13][C:14](=[O:20])[O:15][C:16]([CH3:19])([CH3:18])[CH3:17])=[N:10][N:11]=2)[N:8]=1)=[O:23]. (5) The product is: [Cl:1][C:2]1[N:7]2[N:8]=[C:9]([NH:11][C:21]([NH:20][CH2:18][CH3:19])=[O:22])[N:10]=[C:6]2[CH:5]=[C:4]([C:12]2[CH:13]=[N:14][CH:15]=[CH:16][CH:17]=2)[CH:3]=1. Given the reactants [Cl:1][C:2]1[N:7]2[N:8]=[C:9]([NH2:11])[N:10]=[C:6]2[CH:5]=[C:4]([C:12]2[CH:13]=[N:14][CH:15]=[CH:16][CH:17]=2)[CH:3]=1.[CH2:18]([N:20]=[C:21]=[O:22])[CH3:19], predict the reaction product. (6) The product is: [OH:15][C:4]1[N:29]=[C:26]([C:25]2[C:20]3[C:21](=[N:22][C:17]([CH3:16])=[CH:18][CH:19]=3)[N:23]([CH2:30][O:31][CH2:32][CH2:33][Si:34]([CH3:35])([CH3:37])[CH3:36])[N:24]=2)[N:27]=[N:28][C:5]=1[C:7]1([C:10]([O:12][CH2:13][CH3:14])=[O:11])[CH2:8][CH2:9]1. Given the reactants C(O[C:4](=[O:15])[C:5]([C:7]1([C:10]([O:12][CH2:13][CH3:14])=[O:11])[CH2:9][CH2:8]1)=O)C.[CH3:16][C:17]1[N:22]=[C:21]2[N:23]([CH2:30][O:31][CH2:32][CH2:33][Si:34]([CH3:37])([CH3:36])[CH3:35])[N:24]=[C:25]([C:26](=[NH:29])[NH:27][NH2:28])[C:20]2=[CH:19][CH:18]=1.C(O)(=O)C, predict the reaction product. (7) Given the reactants ClC1C=C(Cl)C=CC=1C1C(C2NC=CN=2)=CN=C(CCN)N=1.Cl[C:24]1[N:29]=[C:28]([NH:30][C:31](=[O:33])[CH3:32])[C:27]([N+:34]([O-:36])=[O:35])=[CH:26][CH:25]=1.[Cl:37][C:38]1[CH:43]=[C:42]([Cl:44])[CH:41]=[CH:40][C:39]=1[C:45]1[C:50]([C:51]2[NH:52][CH:53]=[CH:54][N:55]=2)=[CH:49][N:48]=[C:47]([NH:56][CH2:57][CH2:58][NH:59]C2C=CC([N+]([O-])=O)=C(OC)N=2)[N:46]=1, predict the reaction product. The product is: [Cl:37][C:38]1[CH:43]=[C:42]([Cl:44])[CH:41]=[CH:40][C:39]=1[C:45]1[C:50]([C:51]2[NH:55][CH:54]=[CH:53][N:52]=2)=[CH:49][N:48]=[C:47]([NH:56][CH2:57][CH2:58][NH:59][C:24]2[N:29]=[C:28]([NH:30][C:31](=[O:33])[CH3:32])[C:27]([N+:34]([O-:36])=[O:35])=[CH:26][CH:25]=2)[N:46]=1. (8) The product is: [CH2:1]([O:5][C:6]1[N:14]=[C:13]2[C:9]([NH:10][C:11](=[O:24])[N:12]2[CH2:15][C:16]2[CH:21]=[CH:20][C:19]([CH2:22][Cl:27])=[CH:18][CH:17]=2)=[C:8]([NH2:26])[N:7]=1)[CH2:2][CH2:3][CH3:4]. Given the reactants [CH2:1]([O:5][C:6]1[N:14]=[C:13]2[C:9]([N:10]=[C:11]([O:24]C)[N:12]2[CH2:15][C:16]2[CH:21]=[CH:20][C:19]([CH2:22]O)=[CH:18][CH:17]=2)=[C:8]([NH2:26])[N:7]=1)[CH2:2][CH2:3][CH3:4].[Cl:27]CCl.S(Cl)(Cl)=O, predict the reaction product.